This data is from Catalyst prediction with 721,799 reactions and 888 catalyst types from USPTO. The task is: Predict which catalyst facilitates the given reaction. (1) Reactant: [CH3:1][C:2]([C:4]1[C:13]([OH:14])=[CH:12][C:11]2[C:10]([CH3:16])([CH3:15])[CH2:9][CH2:8][C:7]([CH3:18])([CH3:17])[C:6]=2[CH:5]=1)=O.C1(C)C=CC=CC=1.COC1C=CC(P2(SP(C3C=CC(OC)=CC=3)(=S)S2)=[S:35])=CC=1. Product: [OH:14][C:13]1[C:4]([C:2](=[S:35])[CH3:1])=[CH:5][C:6]2[C:7]([CH3:18])([CH3:17])[CH2:8][CH2:9][C:10]([CH3:16])([CH3:15])[C:11]=2[CH:12]=1. The catalyst class is: 6. (2) Reactant: C(N(CC)C(C)C)(C)C.Cl.[C:11]([N:15]1[CH2:19][C@@H:18]([C:20]2[CH:25]=[CH:24][C:23]([F:26])=[CH:22][C:21]=2[F:27])[C@H:17]([C:28](O)=[O:29])[CH2:16]1)([CH3:14])([CH3:13])[CH3:12].Cl.[Cl:32][C:33]1[CH:34]=[CH:35][C:36]([CH:45]2[CH2:50][CH2:49][NH:48][CH2:47][CH2:46]2)=[C:37]([C@@H:39]([NH:41][C:42](=[O:44])[CH3:43])[CH3:40])[CH:38]=1.F[P-](F)(F)(F)(F)F.N1(OC(N(C)C)=[N+](C)C)C2N=CC=CC=2N=N1. Product: [C:11]([N:15]1[CH2:19][C@@H:18]([C:20]2[CH:25]=[CH:24][C:23]([F:26])=[CH:22][C:21]=2[F:27])[C@H:17]([C:28]([N:48]2[CH2:47][CH2:46][CH:45]([C:36]3[CH:35]=[CH:34][C:33]([Cl:32])=[CH:38][C:37]=3[C@@H:39]([NH:41][C:42](=[O:44])[CH3:43])[CH3:40])[CH2:50][CH2:49]2)=[O:29])[CH2:16]1)([CH3:14])([CH3:13])[CH3:12]. The catalyst class is: 35. (3) Reactant: [F-].C([N+](CCCC)(CCCC)CCCC)CCC.[C:19]([C:23]1[CH:24]=[C:25]([NH:29][C:30]([NH:32][C@@H:33]2[C:42]3[C:37](=[CH:38][CH:39]=[CH:40][CH:41]=3)[C@H:36]([O:43][C:44]3[CH:45]=[CH:46][C:47]4[N:48]([C:50]([N:53]5[CH2:58][CH2:57][CH:56]([CH2:59][O:60][Si](C(C)C)(C(C)C)C(C)C)[CH2:55][CH2:54]5)=[N:51][N:52]=4)[CH:49]=3)[CH2:35][CH2:34]2)=[O:31])[N:26]([CH3:28])[N:27]=1)([CH3:22])([CH3:21])[CH3:20]. Product: [C:19]([C:23]1[CH:24]=[C:25]([NH:29][C:30]([NH:32][C@@H:33]2[C:42]3[C:37](=[CH:38][CH:39]=[CH:40][CH:41]=3)[C@H:36]([O:43][C:44]3[CH:45]=[CH:46][C:47]4[N:48]([C:50]([N:53]5[CH2:58][CH2:57][CH:56]([CH2:59][OH:60])[CH2:55][CH2:54]5)=[N:51][N:52]=4)[CH:49]=3)[CH2:35][CH2:34]2)=[O:31])[N:26]([CH3:28])[N:27]=1)([CH3:22])([CH3:20])[CH3:21]. The catalyst class is: 76. (4) Reactant: C(OC(=O)C[C@@H](N1C=[CH:28][C:27]([C:30]2[CH:35]=[CH:34][C:33]([C:36]3[CH:41]=[CH:40][CH:39]=[CH:38][CH:37]=3)=[CH:32][CH:31]=2)=[CH:26]1)C(N[C@@H](CC1C=CC=CC=1)CO)=O)C1C=CC=CC=1.[CH2:43]([O:50][C:51](=[O:72])[CH2:52][C@@H:53]([NH:64][C:65](OC(C)(C)C)=O)[C:54]([NH:56][C@@H:57]1[CH2:62][CH2:61][CH2:60][CH2:59][C@H:58]1[OH:63])=[O:55])[C:44]1[CH:49]=[CH:48][CH:47]=[CH:46][CH:45]=1.C1(C2C=CC=CC=2)C=CC(C2CC(OC)OC2OC)=CC=1. Product: [CH2:43]([O:50][C:51](=[O:72])[CH2:52][C@@H:53]([N:64]1[CH:65]=[CH:26][C:27]([C:30]2[CH:35]=[CH:34][C:33]([C:36]3[CH:41]=[CH:40][CH:39]=[CH:38][CH:37]=3)=[CH:32][CH:31]=2)=[CH:28]1)[C:54]([NH:56][C@@H:57]1[CH2:62][CH2:61][CH2:60][CH2:59][C@H:58]1[OH:63])=[O:55])[C:44]1[CH:45]=[CH:46][CH:47]=[CH:48][CH:49]=1. The catalyst class is: 15. (5) Reactant: Cl.[NH2:2][CH2:3][CH2:4][C:5]([O:7][CH2:8][CH3:9])=[O:6].[CH3:10][CH:11]([CH3:40])[CH2:12][C@H:13]([NH:30][C:31]1[CH:39]=[CH:38][C:34]([C:35](O)=[O:36])=[CH:33][N:32]=1)[C:14]1[CH:19]=[CH:18][C:17]([C:20]2[CH:25]=[CH:24][C:23]([C:26]([F:29])([F:28])[F:27])=[CH:22][N:21]=2)=[CH:16][CH:15]=1.O.OC1C2N=NNC=2C=CC=1.C(N(CC)CC)C.Cl.C(N=C=NCCCN(C)C)C. Product: [CH3:10][CH:11]([CH3:40])[CH2:12][C@H:13]([NH:30][C:31]1[N:32]=[CH:33][C:34]([C:35]([NH:2][CH2:3][CH2:4][C:5]([O:7][CH2:8][CH3:9])=[O:6])=[O:36])=[CH:38][CH:39]=1)[C:14]1[CH:15]=[CH:16][C:17]([C:20]2[CH:25]=[CH:24][C:23]([C:26]([F:27])([F:28])[F:29])=[CH:22][N:21]=2)=[CH:18][CH:19]=1. The catalyst class is: 503. (6) Reactant: [Br:1][C:2]1[CH:3]=[C:4]2[O:10]C(=O)[NH:8][C:5]2=[N:6][CH:7]=1.[OH-].[Na+].Cl. Product: [NH2:8][C:5]1[C:4]([OH:10])=[CH:3][C:2]([Br:1])=[CH:7][N:6]=1. The catalyst class is: 521. (7) Reactant: [C:1]([C:3]1[C:8](=O)[NH:7][C:6]([NH:10][CH:11]2[CH2:13][CH2:12]2)=[N:5][C:4]=1[C:14]1[CH:19]=[CH:18][CH:17]=[CH:16][C:15]=1[Cl:20])#[N:2].O=P(Cl)(Cl)[Cl:23]. Product: [Cl:23][C:8]1[N:7]=[C:6]([NH:10][CH:11]2[CH2:13][CH2:12]2)[N:5]=[C:4]([C:14]2[CH:19]=[CH:18][CH:17]=[CH:16][C:15]=2[Cl:20])[C:3]=1[C:1]#[N:2]. The catalyst class is: 12.